From a dataset of Full USPTO retrosynthesis dataset with 1.9M reactions from patents (1976-2016). Predict the reactants needed to synthesize the given product. (1) The reactants are: [F:1][C:2]1[CH:7]=[CH:6][C:5]([C:8](=[O:17])[C:9]2[CH:14]=[CH:13][C:12]([O:15][CH3:16])=[CH:11][CH:10]=2)=[CH:4][C:3]=1[S:18](Cl)(=[O:20])=[O:19].[NH4+:22]. Given the product [F:1][C:2]1[CH:7]=[CH:6][C:5]([C:8](=[O:17])[C:9]2[CH:14]=[CH:13][C:12]([O:15][CH3:16])=[CH:11][CH:10]=2)=[CH:4][C:3]=1[S:18]([NH2:22])(=[O:20])=[O:19], predict the reactants needed to synthesize it. (2) Given the product [CH:1]([C:4]1[C:5]([CH3:21])=[CH:6][C:7]2[O:20][P:30]([O:31][CH:32]3[CH2:33][CH:34]([CH3:41])[CH2:35][CH2:36][CH:37]3[CH:38]([CH3:40])[CH3:39])[O:19][C:11]3[C:12]([O:17][CH3:18])=[CH:13][C:14]([CH3:16])=[CH:15][C:10]=3[C:8]=2[CH:9]=1)([CH3:3])[CH3:2], predict the reactants needed to synthesize it. The reactants are: [CH:1]([C:4]1[CH:9]=[C:8]([C:10]2[C:11]([OH:19])=[C:12]([O:17][CH3:18])[CH:13]=[C:14]([CH3:16])[CH:15]=2)[C:7]([OH:20])=[CH:6][C:5]=1[CH3:21])([CH3:3])[CH3:2].C(N(CC)CC)C.Cl[P:30](Cl)[O:31][CH:32]1[CH:37]([CH:38]([CH3:40])[CH3:39])[CH2:36][CH2:35][CH:34]([CH3:41])[CH2:33]1. (3) Given the product [C:6]([O-:8])(=[O:7])[CH:5]([CH3:4])[OH:9].[NH4+:23].[CH2:1]([OH:12])[CH:2]1[O:7][CH:6]([OH:8])[CH:5]([OH:9])[CH:4]([OH:10])[CH:3]1[OH:11], predict the reactants needed to synthesize it. The reactants are: [CH2:1]([OH:12])[CH:2]1[O:7][CH:6]([OH:8])[CH:5]([OH:9])[CH:4]([OH:10])[CH:3]1[OH:11].C(O)C(O)C(O)C(O)C=O.[NH3:23].